This data is from Catalyst prediction with 721,799 reactions and 888 catalyst types from USPTO. The task is: Predict which catalyst facilitates the given reaction. Reactant: [H-].C([Al+]CC(C)C)C(C)C.[Br:11][C:12]1[CH:21]=[C:20]2[C:15]([CH:16]=[C:17]([O:26][CH3:27])[C:18]([C:22](OC)=[O:23])=[CH:19]2)=[CH:14][CH:13]=1.C(#N)C.C(=O)=O.CCOC(C)=O. Product: [Br:11][C:12]1[CH:21]=[C:20]2[C:15]([CH:16]=[C:17]([O:26][CH3:27])[C:18]([CH2:22][OH:23])=[CH:19]2)=[CH:14][CH:13]=1. The catalyst class is: 1.